From a dataset of Full USPTO retrosynthesis dataset with 1.9M reactions from patents (1976-2016). Predict the reactants needed to synthesize the given product. (1) Given the product [CH2:15]([N:11]1[C:12]2[C:7](=[C:6]([OH:33])[C:5]([C:3]([NH:34][CH2:35][CH2:36][CH2:37][C:38]([OH:40])=[O:39])=[O:4])=[N:14][CH:13]=2)[CH:8]=[C:9]([C:23]2[CH:24]=[CH:25][C:26]([C:29]([F:30])([F:32])[F:31])=[CH:27][CH:28]=2)[C:10]1=[O:22])[C:16]1[CH:17]=[CH:18][CH:19]=[CH:20][CH:21]=1, predict the reactants needed to synthesize it. The reactants are: CO[C:3]([C:5]1[C:6]([OH:33])=[C:7]2[C:12](=[CH:13][N:14]=1)[N:11]([CH2:15][C:16]1[CH:21]=[CH:20][CH:19]=[CH:18][CH:17]=1)[C:10](=[O:22])[C:9]([C:23]1[CH:28]=[CH:27][C:26]([C:29]([F:32])([F:31])[F:30])=[CH:25][CH:24]=1)=[CH:8]2)=[O:4].[NH2:34][CH2:35][CH2:36][CH2:37][C:38]([OH:40])=[O:39].C[O-].[Na+]. (2) Given the product [ClH:33].[ClH:33].[O:32]=[C:13]1[C:12]2[C:29](=[CH:30][CH:31]=[C:10]([C:7]3[CH:6]=[CH:5][C:4]([C:1]([NH2:2])=[O:3])=[CH:9][N:8]=3)[CH:11]=2)[O:28][C:15]2([CH2:20][CH2:19][NH:18][CH2:17][CH2:16]2)[CH2:14]1, predict the reactants needed to synthesize it. The reactants are: [C:1]([C:4]1[CH:5]=[CH:6][C:7]([C:10]2[CH:11]=[C:12]3[C:29](=[CH:30][CH:31]=2)[O:28][C:15]2([CH2:20][CH2:19][N:18](C(OC(C)(C)C)=O)[CH2:17][CH2:16]2)[CH2:14][C:13]3=[O:32])=[N:8][CH:9]=1)(=[O:3])[NH2:2].[ClH:33].CCOCC. (3) Given the product [Cl:15][C:16]1[C:21]([C:22]([NH:11][C:9]2[CH:10]=[C:5]3[CH:4]=[C:3]([C:2]([F:1])([F:13])[F:14])[NH:12][C:6]3=[N:7][CH:8]=2)=[O:23])=[C:20]([F:25])[C:19]([NH:26][S:27]([CH2:30][CH2:31][CH3:32])(=[O:29])=[O:28])=[CH:18][CH:17]=1, predict the reactants needed to synthesize it. The reactants are: [F:1][C:2]([F:14])([F:13])[C:3]1[NH:12][C:6]2=[N:7][CH:8]=[C:9]([NH2:11])[CH:10]=[C:5]2[CH:4]=1.[Cl:15][C:16]1[C:21]([C:22](O)=[O:23])=[C:20]([F:25])[C:19]([NH:26][S:27]([CH2:30][CH2:31][CH3:32])(=[O:29])=[O:28])=[CH:18][CH:17]=1.CCN=C=NCCCN(C)C.C1C=CC2N(O)N=NC=2C=1.